This data is from Forward reaction prediction with 1.9M reactions from USPTO patents (1976-2016). The task is: Predict the product of the given reaction. (1) Given the reactants [CH3:1][NH2:2].O1CCCC1.[CH2:8]=O.CO[C:12](=[O:29])[C:13]([OH:28])=[CH:14][C:15](=[O:27])[N:16]([CH2:18][C:19]1[CH:24]=[CH:23][C:22]([Cl:25])=[C:21]([Cl:26])[CH:20]=1)[CH3:17], predict the reaction product. The product is: [Cl:26][C:21]1[CH:20]=[C:19]([CH:24]=[CH:23][C:22]=1[Cl:25])[CH2:18][N:16]([CH3:17])[C:15]([C:14]1[CH2:1][N:2]([CH3:8])[C:12](=[O:29])[C:13]=1[OH:28])=[O:27]. (2) The product is: [CH2:24]([N:26]([CH2:27][CH3:28])[C:3](=[O:5])[C:2](=[O:1])[CH:6]1[CH2:11][CH2:10][C:9](=[O:12])[CH2:8][CH2:7]1)[CH3:25]. Given the reactants [O:1]=[C:2]([CH:6]1[CH2:11][CH2:10][C:9](=[O:12])[CH2:8][CH2:7]1)[C:3]([OH:5])=O.C(N=C=NCCCN(C)C)C.[CH2:24]([NH:26][CH2:27][CH3:28])[CH3:25], predict the reaction product.